The task is: Predict the reactants needed to synthesize the given product.. This data is from Full USPTO retrosynthesis dataset with 1.9M reactions from patents (1976-2016). (1) Given the product [Cl:1][C:2]1[CH:3]=[CH:4][C:5]([C:21]([F:24])([F:22])[F:23])=[C:6]([C:8]2[CH:13]=[CH:12][N:11]([CH:14]([CH2:27][C:28]3[CH:29]=[N:30][CH:31]=[CH:32][CH:33]=3)[C:15]([O:17][CH2:18][CH3:19])=[O:16])[C:10](=[O:20])[CH:9]=2)[CH:7]=1, predict the reactants needed to synthesize it. The reactants are: [Cl:1][C:2]1[CH:3]=[CH:4][C:5]([C:21]([F:24])([F:23])[F:22])=[C:6]([C:8]2[CH:13]=[CH:12][N:11]([CH2:14][C:15]([O:17][CH2:18][CH3:19])=[O:16])[C:10](=[O:20])[CH:9]=2)[CH:7]=1.Br.Br[CH2:27][C:28]1[CH:29]=[N:30][CH:31]=[CH:32][CH:33]=1. (2) Given the product [C:17]1([N:3]2[C:2](=[O:1])[C:10]3[C:5]([C:6]4[C:7](=[CH:11][NH:12][CH:13]=4)[NH:8][CH:9]=3)=[N:4]2)[CH:18]=[CH:19][CH:20]=[CH:21][CH:22]=1, predict the reactants needed to synthesize it. The reactants are: [O:1]=[C:2]1[C:10]2[C:5]([C:6]3[C:7](=[C:11](C(O)=O)[NH:12][CH:13]=3)[NH:8][CH:9]=2)=[N:4][N:3]1[C:17]1[CH:22]=[CH:21][CH:20]=[CH:19][CH:18]=1. (3) Given the product [Br:11][C:8]1[CH:9]=[CH:10][C:5]([C:4]([NH:17][NH2:18])=[O:3])=[CH:6][CH:7]=1, predict the reactants needed to synthesize it. The reactants are: C([O:3][C:4](=O)[C:5]1[CH:10]=[CH:9][C:8]([Br:11])=[CH:7][CH:6]=1)C.C(O)C.O.[NH2:17][NH2:18].